From a dataset of Reaction yield outcomes from USPTO patents with 853,638 reactions. Predict the reaction yield, written as a fraction of the theoretical maximum amount of product (1.0 means a 100% yield; for example, 0.34 means a 34% yield). (1) The reactants are [Br:1][C:2]1[CH:3]=[C:4]([CH:9]=[CH:10][C:11]=1[OH:12])[C:5]([O:7][CH3:8])=[O:6].[C:13](OC=C)(=O)[CH3:14].C([O-])([O-])=O.[Na+].[Na+]. The catalyst is C1(C)C=CC=CC=1.C1CC=CCCC=C1.C1CC=CCCC=C1.[Cl-].[Cl-].[Ir].[Ir]. The product is [Br:1][C:2]1[CH:3]=[C:4]([CH:9]=[CH:10][C:11]=1[O:12][CH:13]=[CH2:14])[C:5]([O:7][CH3:8])=[O:6]. The yield is 0.656. (2) The reactants are [C:1]([NH2:4])(=[S:3])[CH3:2].Br[CH2:6][C:7]([C:9]1[CH:14]=[CH:13][C:12]([O:15][CH3:16])=[CH:11][CH:10]=1)=O. The catalyst is O. The product is [CH3:16][O:15][C:12]1[CH:13]=[CH:14][C:9]([C:7]2[N:4]=[C:1]([CH3:2])[S:3][CH:6]=2)=[CH:10][CH:11]=1. The yield is 0.690. (3) The reactants are [OH:1][CH2:2][C:3]([NH:7][S:8]([C:11]1[CH:12]=[N:13][C:14](Cl)=[C:15]([Br:17])[CH:16]=1)(=[O:10])=[O:9])([CH2:5][OH:6])[CH3:4].[CH3:19][O-:20].[Na+].Cl. The catalyst is CO. The product is [OH:1][CH2:2][C:3]([NH:7][S:8]([C:11]1[CH:12]=[N:13][C:14]([O:20][CH3:19])=[C:15]([Br:17])[CH:16]=1)(=[O:10])=[O:9])([CH2:5][OH:6])[CH3:4]. The yield is 0.510.